From a dataset of Full USPTO retrosynthesis dataset with 1.9M reactions from patents (1976-2016). Predict the reactants needed to synthesize the given product. Given the product [C:1]([OH:15])(=[O:14])[CH2:2][CH2:3][NH:4][C:5](=[O:13])[C@H:6]([C:8]([CH2:11][OH:12])([CH3:10])[CH3:9])[OH:7], predict the reactants needed to synthesize it. The reactants are: [C:1]([OH:15])(=[O:14])[CH2:2][CH2:3][NH:4][C:5](=[O:13])[C@@H:6]([C:8]([CH2:11][OH:12])([CH3:10])[CH3:9])[OH:7].CC1(C)C(O)C(=O)OC1.C=O.[C-]#N.